From a dataset of Peptide-MHC class I binding affinity with 185,985 pairs from IEDB/IMGT. Regression. Given a peptide amino acid sequence and an MHC pseudo amino acid sequence, predict their binding affinity value. This is MHC class I binding data. The peptide sequence is RTSKAPLER. The MHC is HLA-B42:01 with pseudo-sequence HLA-B42:01. The binding affinity (normalized) is 0.